Dataset: Full USPTO retrosynthesis dataset with 1.9M reactions from patents (1976-2016). Task: Predict the reactants needed to synthesize the given product. (1) The reactants are: [C:1]([C:5]1[CH:6]=[C:7]([N+:12]([O-])=O)[C:8]([CH3:11])=[N:9][CH:10]=1)([CH3:4])([CH3:3])[CH3:2]. Given the product [C:1]([C:5]1[CH:6]=[C:7]([NH2:12])[C:8]([CH3:11])=[N:9][CH:10]=1)([CH3:4])([CH3:3])[CH3:2], predict the reactants needed to synthesize it. (2) Given the product [Br:1][C:2]1[CH:7]=[CH:6][CH:5]=[CH:4][C:3]=1[CH2:8][CH2:9][CH2:10][N:11]1[CH2:21][C:16]2[C:15](=[CH:20][CH:19]=[CH:18][CH:17]=2)[C:14]1=[O:13], predict the reactants needed to synthesize it. The reactants are: [Br:1][C:2]1[CH:7]=[CH:6][CH:5]=[CH:4][C:3]=1[CH2:8][CH2:9][CH2:10][NH2:11].C[O:13][C:14](=O)[C:15]1[CH:20]=[CH:19][CH:18]=[CH:17][C:16]=1[CH2:21]Br.C([O-])([O-])=O.[K+].[K+].C(OCC)(=O)C. (3) Given the product [N:14]([CH:17]1[CH2:23][CH2:22][O:21][CH:20]([C:24]2[N:25]([CH3:32])[N:26]=[CH:27][C:28]=2[N+:29]([O-:31])=[O:30])[CH2:19][CH:18]1[F:11])=[N+:15]=[N-:16], predict the reactants needed to synthesize it. The reactants are: COCCN(S(F)(F)[F:11])CCOC.[N:14]([CH:17]1[CH2:23][CH2:22][O:21][CH:20]([C:24]2[N:25]([CH3:32])[N:26]=[CH:27][C:28]=2[N+:29]([O-:31])=[O:30])[CH2:19][CH:18]1O)=[N+:15]=[N-:16].C([O-])(O)=O.[Na+]. (4) Given the product [C:48]([O:47][C:45]([N:39]1[CH2:44][CH2:43][N:42]([C:22]([C:21]2[N:20]=[C:19]([C:25]([F:27])([F:28])[F:26])[N:16]3[CH2:17][CH2:18][N:13]([C:11](=[O:12])[CH2:10][C@H:9]([NH:8][C:6]([O:5][C:1]([CH3:3])([CH3:2])[CH3:4])=[O:7])[CH2:29][C:30]4[CH:35]=[C:34]([F:36])[C:33]([F:37])=[CH:32][C:31]=4[F:38])[CH2:14][C:15]=23)=[O:24])[CH2:41][CH2:40]1)=[O:46])([CH3:51])([CH3:49])[CH3:50], predict the reactants needed to synthesize it. The reactants are: [C:1]([O:5][C:6]([NH:8][C@H:9]([CH2:29][C:30]1[CH:35]=[C:34]([F:36])[C:33]([F:37])=[CH:32][C:31]=1[F:38])[CH2:10][C:11]([N:13]1[CH2:18][CH2:17][N:16]2[C:19]([C:25]([F:28])([F:27])[F:26])=[N:20][C:21]([C:22]([OH:24])=O)=[C:15]2[CH2:14]1)=[O:12])=[O:7])([CH3:4])([CH3:3])[CH3:2].[N:39]1([C:45]([O:47][C:48]([CH3:51])([CH3:50])[CH3:49])=[O:46])[CH2:44][CH2:43][NH:42][CH2:41][CH2:40]1.O=C1N([ClH]P([ClH]N2CCOC2=O)=O)CCO1.C(N(CC)CC)C. (5) Given the product [C:14]12([C:24]3[CH:25]=[C:26]([C:32]4[CH:33]=[C:34]5[C:39](=[CH:40][CH:41]=4)[CH:38]=[C:37]([N:46]4[C:47](=[O:49])[C:48](=[CH2:1])[S:44][C:45]4=[O:50])[CH:36]=[CH:35]5)[CH:27]=[CH:28][C:29]=3[O:30][CH3:31])[CH2:23][CH:18]3[CH2:19][CH:20]([CH2:22][CH:16]([CH2:17]3)[CH2:15]1)[CH2:21]2, predict the reactants needed to synthesize it. The reactants are: [C:1]1(C)C=CC=CC=1.N1CCCCC1.[C:14]12([C:24]3[CH:25]=[C:26]([C:32]4[CH:33]=[C:34]5[C:39](=[CH:40][CH:41]=4)[CH:38]=[C:37](C=O)[CH:36]=[CH:35]5)[CH:27]=[CH:28][C:29]=3[O:30][CH3:31])[CH2:23][CH:18]3[CH2:19][CH:20]([CH2:22][CH:16]([CH2:17]3)[CH2:15]1)[CH2:21]2.[S:44]1[CH2:48][C:47](=[O:49])[NH:46][C:45]1=[O:50]. (6) The reactants are: Br[C:2]1[CH:15]=[CH:14][CH:13]=[CH:12][C:3]=1[N:4]([CH3:11])[C:5]1[CH:10]=[CH:9][CH:8]=[CH:7][CH:6]=1.[Li][CH2:17][CH2:18][CH2:19][CH3:20].C(C(C)=O)C.OS(O)(=O)=O. Given the product [CH2:18]([C:19]1([CH3:20])[C:6]2[CH:7]=[CH:8][CH:9]=[CH:10][C:5]=2[N:4]([CH3:11])[C:3]2[C:2]1=[CH:15][CH:14]=[CH:13][CH:12]=2)[CH3:17], predict the reactants needed to synthesize it. (7) Given the product [F:1][C:2]1[CH:7]=[CH:6][C:5]([C:8]2[N:9]=[C:10]([C:17]([F:19])([F:18])[F:20])[O:11][C:12]=2[C:13]([OH:15])=[O:14])=[CH:4][CH:3]=1, predict the reactants needed to synthesize it. The reactants are: [F:1][C:2]1[CH:7]=[CH:6][C:5]([C:8]2[N:9]=[C:10]([C:17]([F:20])([F:19])[F:18])[O:11][C:12]=2[C:13]([O:15]C)=[O:14])=[CH:4][CH:3]=1.[Li+].[OH-]. (8) The reactants are: Cl.[NH2:2][CH2:3][C:4]1[CH:9]=[CH:8][C:7]([S:10]([NH2:13])(=[O:12])=[O:11])=[CH:6][CH:5]=1.[Br:14][C:15]1[N:19]2[CH:20]=[C:21]([Br:25])[N:22]=[C:23](Br)[C:18]2=[N:17][CH:16]=1.CCN(C(C)C)C(C)C. Given the product [Br:14][C:15]1[N:19]2[CH:20]=[C:21]([Br:25])[N:22]=[C:23]([NH:2][CH2:3][C:4]3[CH:5]=[CH:6][C:7]([S:10]([NH2:13])(=[O:11])=[O:12])=[CH:8][CH:9]=3)[C:18]2=[N:17][CH:16]=1, predict the reactants needed to synthesize it.